Dataset: NCI-60 drug combinations with 297,098 pairs across 59 cell lines. Task: Regression. Given two drug SMILES strings and cell line genomic features, predict the synergy score measuring deviation from expected non-interaction effect. (1) Drug 1: C1CC(=O)NC(=O)C1N2CC3=C(C2=O)C=CC=C3N. Drug 2: CC1C(C(=O)NC(C(=O)N2CCCC2C(=O)N(CC(=O)N(C(C(=O)O1)C(C)C)C)C)C(C)C)NC(=O)C3=C4C(=C(C=C3)C)OC5=C(C(=O)C(=C(C5=N4)C(=O)NC6C(OC(=O)C(N(C(=O)CN(C(=O)C7CCCN7C(=O)C(NC6=O)C(C)C)C)C)C(C)C)C)N)C. Cell line: SK-OV-3. Synergy scores: CSS=7.59, Synergy_ZIP=4.18, Synergy_Bliss=8.56, Synergy_Loewe=7.41, Synergy_HSA=7.37. (2) Drug 1: CC1=C(C=C(C=C1)NC(=O)C2=CC=C(C=C2)CN3CCN(CC3)C)NC4=NC=CC(=N4)C5=CN=CC=C5. Drug 2: C1=CN(C=N1)CC(O)(P(=O)(O)O)P(=O)(O)O. Cell line: HCT116. Synergy scores: CSS=-3.77, Synergy_ZIP=2.89, Synergy_Bliss=-1.94, Synergy_Loewe=-5.71, Synergy_HSA=-8.65. (3) Drug 1: CCN(CC)CCNC(=O)C1=C(NC(=C1C)C=C2C3=C(C=CC(=C3)F)NC2=O)C. Drug 2: CC1CCCC2(C(O2)CC(NC(=O)CC(C(C(=O)C(C1O)C)(C)C)O)C(=CC3=CSC(=N3)C)C)C. Cell line: NCI-H460. Synergy scores: CSS=47.2, Synergy_ZIP=0.406, Synergy_Bliss=-1.76, Synergy_Loewe=-8.71, Synergy_HSA=0.346. (4) Drug 1: COCCOC1=C(C=C2C(=C1)C(=NC=N2)NC3=CC=CC(=C3)C#C)OCCOC. Drug 2: CCC1=C2CN3C(=CC4=C(C3=O)COC(=O)C4(CC)O)C2=NC5=C1C=C(C=C5)O. Cell line: NCI-H460. Synergy scores: CSS=75.4, Synergy_ZIP=19.1, Synergy_Bliss=19.0, Synergy_Loewe=23.5, Synergy_HSA=25.2. (5) Drug 1: C1CC(=O)NC(=O)C1N2CC3=C(C2=O)C=CC=C3N. Drug 2: CC1=CC=C(C=C1)C2=CC(=NN2C3=CC=C(C=C3)S(=O)(=O)N)C(F)(F)F. Cell line: SK-MEL-28. Synergy scores: CSS=-0.702, Synergy_ZIP=0.611, Synergy_Bliss=-3.58, Synergy_Loewe=-4.78, Synergy_HSA=-5.45.